The task is: Predict which catalyst facilitates the given reaction.. This data is from Catalyst prediction with 721,799 reactions and 888 catalyst types from USPTO. Reactant: [C:1]([CH2:3][CH:4]1[CH2:9][CH2:8][N:7]([C:10]([O:12][C:13]([CH3:16])([CH3:15])[CH3:14])=[O:11])[CH2:6][CH2:5]1)#[N:2].[NH2:17][OH:18]. Product: [NH2:2][C:1](=[N:17][OH:18])[CH2:3][CH:4]1[CH2:5][CH2:6][N:7]([C:10]([O:12][C:13]([CH3:16])([CH3:15])[CH3:14])=[O:11])[CH2:8][CH2:9]1. The catalyst class is: 8.